Dataset: Catalyst prediction with 721,799 reactions and 888 catalyst types from USPTO. Task: Predict which catalyst facilitates the given reaction. (1) Reactant: [Cl:1][C:2]1[C:11]2[C:10]([S:12]([N:15]3[CH2:19][CH2:18][C@H:17]([NH:20][CH3:21])[CH2:16]3)(=[O:14])=[O:13])=[CH:9][CH:8]=[CH:7][C:6]=2[CH:5]=[N:4][CH:3]=1. Product: [ClH:1].[Cl:1][C:2]1[C:11]2[C:10]([S:12]([N:15]3[CH2:19][CH2:18][C@H:17]([NH:20][CH3:21])[CH2:16]3)(=[O:13])=[O:14])=[CH:9][CH:8]=[CH:7][C:6]=2[CH:5]=[N:4][CH:3]=1. The catalyst class is: 41. (2) Reactant: [Cl:1][C:2]1[CH:3]=[C:4]([C:8]2[N:9]=[C:10]([CH:13]3[O:18][CH2:17][CH2:16][NH:15][CH2:14]3)[NH:11][CH:12]=2)[CH:5]=[CH:6][CH:7]=1.[Cl:19][C:20]1[CH:25]=[C:24](Cl)[N:23]=[C:22]([NH2:27])[N:21]=1.CCN(C(C)C)C(C)C. Product: [Cl:19][C:20]1[CH:25]=[C:24]([N:15]2[CH2:16][CH2:17][O:18][CH:13]([C:10]3[NH:11][CH:12]=[C:8]([C:4]4[CH:5]=[CH:6][CH:7]=[C:2]([Cl:1])[CH:3]=4)[N:9]=3)[CH2:14]2)[N:23]=[C:22]([NH2:27])[N:21]=1. The catalyst class is: 8.